This data is from Forward reaction prediction with 1.9M reactions from USPTO patents (1976-2016). The task is: Predict the product of the given reaction. (1) Given the reactants [Br:1][C:2]1[CH:3]=[CH:4][C:5]2[C:11]3[S:12][C:13]([C:15]([N:17]([C:19]4[CH:20]=[C:21]([CH:25]=[CH:26][C:27]=4[Cl:28])[C:22](O)=[O:23])[CH3:18])=[O:16])=[CH:14][C:10]=3[CH2:9][CH2:8][O:7][C:6]=2[CH:29]=1.CCN=C=NCCCN(C)C.C1C=CC2N(O)N=NC=2C=1.CCN(C(C)C)C(C)C.[NH2:60][CH2:61][CH2:62][OH:63], predict the reaction product. The product is: [Br:1][C:2]1[CH:3]=[CH:4][C:5]2[C:11]3[S:12][C:13]([C:15]([N:17]([C:19]4[CH:20]=[C:21]([C:22](=[O:23])[NH:60][CH2:61][CH2:62][OH:63])[CH:25]=[CH:26][C:27]=4[Cl:28])[CH3:18])=[O:16])=[CH:14][C:10]=3[CH2:9][CH2:8][O:7][C:6]=2[CH:29]=1. (2) Given the reactants [CH2:1]([O:8][C:9]1[CH:36]=[CH:35][C:12]([C:13]([NH:15][C:16]2[C:17](Cl)=[CH:18][C:19]([O:22][CH2:23][C@@H:24]([NH:26][C:27](=[O:33])[O:28][C:29]([CH3:32])([CH3:31])[CH3:30])[CH3:25])=[N:20][CH:21]=2)=[O:14])=[CH:11][C:10]=1[F:37])[C:2]1[CH:7]=[CH:6][CH:5]=[CH:4][CH:3]=1.C(=O)([O-])[O-].[K+].[K+].O, predict the reaction product. The product is: [CH2:1]([O:8][C:9]1[CH:36]=[CH:35][C:12]([C:13]2[O:14][C:17]3[CH:18]=[C:19]([O:22][CH2:23][C@@H:24]([NH:26][C:27](=[O:33])[O:28][C:29]([CH3:32])([CH3:31])[CH3:30])[CH3:25])[N:20]=[CH:21][C:16]=3[N:15]=2)=[CH:11][C:10]=1[F:37])[C:2]1[CH:7]=[CH:6][CH:5]=[CH:4][CH:3]=1. (3) Given the reactants [CH3:1]I.[C:3](=[O:6])([O-])[O-:4].[K+].[K+].[C:9]([O:13][C:14]([NH:16][C@@H:17]1[CH2:22][CH2:21][CH2:20][N:19]([C:23]2[C:35]([CH2:36][C:37]3[CH:42]=[CH:41][CH:40]=[CH:39][C:38]=3[Cl:43])=[C:26]3C(=O)NC(C(O)=O)=[CH:30][N:25]3[N:24]=2)[CH2:18]1)=[O:15])([CH3:12])([CH3:11])[CH3:10].O.[CH3:45][N:46]([CH3:49])[CH:47]=[O:48], predict the reaction product. The product is: [C:9]([O:13][C:14]([NH:16][C@@H:17]1[CH2:22][CH2:21][CH2:20][N:19]([C:23]2[C:35]([CH2:36][C:37]3[CH:42]=[CH:41][CH:40]=[CH:39][C:38]=3[Cl:43])=[C:26]3[C:47](=[O:48])[N:46]([CH3:49])[C:45]([C:3]([O:4][CH3:1])=[O:6])=[CH:30][N:25]3[N:24]=2)[CH2:18]1)=[O:15])([CH3:10])([CH3:11])[CH3:12].